Dataset: Full USPTO retrosynthesis dataset with 1.9M reactions from patents (1976-2016). Task: Predict the reactants needed to synthesize the given product. (1) Given the product [C:44]([NH:1][CH2:2][C@@H:3]([C@@H:5]([NH:26][C:27](=[O:33])[O:28][C:29]([CH3:31])([CH3:30])[CH3:32])[CH2:6][C@H:7]([CH2:11][C:12]1[CH:17]=[CH:16][C:15]([O:18][CH3:19])=[C:14]([O:20][CH2:21][CH2:22][CH2:23][O:24][CH3:25])[CH:13]=1)[CH:8]([CH3:10])[CH3:9])[OH:4])(=[O:51])[C:45]1[CH:50]=[CH:49][CH:48]=[CH:47][CH:46]=1, predict the reactants needed to synthesize it. The reactants are: [NH2:1][CH2:2][C@@H:3]([C@@H:5]([NH:26][C:27](=[O:33])[O:28][C:29]([CH3:32])([CH3:31])[CH3:30])[CH2:6][C@H:7]([CH2:11][C:12]1[CH:17]=[CH:16][C:15]([O:18][CH3:19])=[C:14]([O:20][CH2:21][CH2:22][CH2:23][O:24][CH3:25])[CH:13]=1)[CH:8]([CH3:10])[CH3:9])[OH:4].ClCCl.C(N(CC)CC)C.[C:44](Cl)(=[O:51])[C:45]1[CH:50]=[CH:49][CH:48]=[CH:47][CH:46]=1. (2) Given the product [CH:1]([C:4]1[N:8]=[C:7]([N:9]2[CH2:10][CH2:11][CH:12]([CH2:15][CH2:16][CH2:17][O:18][C:19]3[CH:20]=[CH:21][C:22]([C:25]([OH:27])=[O:26])=[N:23][CH:24]=3)[CH2:13][CH2:14]2)[O:6][N:5]=1)([CH3:3])[CH3:2], predict the reactants needed to synthesize it. The reactants are: [CH:1]([C:4]1[N:8]=[C:7]([N:9]2[CH2:14][CH2:13][CH:12]([CH2:15][CH2:16][CH2:17][O:18][C:19]3[CH:20]=[CH:21][C:22]([C:25]([O:27]C)=[O:26])=[N:23][CH:24]=3)[CH2:11][CH2:10]2)[O:6][N:5]=1)([CH3:3])[CH3:2].O[Li].O.CO. (3) Given the product [OH:7][NH:8][C:9](=[O:10])/[CH:11]=[CH:12]/[C:13]1[CH:14]=[CH:15][C:16](/[CH:19]=[CH:20]/[C:21](=[O:23])[N:33]2[CH2:34][CH2:35][N:30]([C:24]3[CH:29]=[CH:28][CH:27]=[CH:26][CH:25]=3)[CH2:31][CH2:32]2)=[CH:17][CH:18]=1, predict the reactants needed to synthesize it. The reactants are: O1CCCCC1[O:7][NH:8][C:9](/[CH:11]=[CH:12]/[C:13]1[CH:18]=[CH:17][C:16](/[CH:19]=[CH:20]/[C:21]([OH:23])=O)=[CH:15][CH:14]=1)=[O:10].[C:24]1([N:30]2[CH2:35][CH2:34][NH:33][CH2:32][CH2:31]2)[CH:29]=[CH:28][CH:27]=[CH:26][CH:25]=1. (4) Given the product [CH2:12]([C:9]1[CH:8]=[CH:7][C:6]([CH2:5][CH:4]=[CH:3][O:2][CH3:1])=[CH:11][CH:10]=1)[CH2:13][CH3:14], predict the reactants needed to synthesize it. The reactants are: [CH3:1][O:2][CH:3](OC)[CH2:4][CH2:5][C:6]1[CH:11]=[CH:10][C:9]([CH2:12][CH2:13][CH3:14])=[CH:8][CH:7]=1.P(=O)(O)(O)O.N1C=CC=CC=1.